From a dataset of Forward reaction prediction with 1.9M reactions from USPTO patents (1976-2016). Predict the product of the given reaction. (1) Given the reactants Br[CH2:2][C:3]1[CH:8]=[CH:7][C:6]([O:9][CH3:10])=[CH:5][C:4]=1[CH2:11]Br.[OH-].[Na+].C1(C)C=CC=CC=1.[CH2:22]([NH2:29])[C:23]1[CH:28]=[CH:27][CH:26]=[CH:25][CH:24]=1, predict the reaction product. The product is: [CH2:22]([N:29]1[CH2:11][C:4]2[C:3](=[CH:8][CH:7]=[C:6]([O:9][CH3:10])[CH:5]=2)[CH2:2]1)[C:23]1[CH:28]=[CH:27][CH:26]=[CH:25][CH:24]=1. (2) Given the reactants [H-].[Na+].[OH:3][CH2:4][C:5]1([CH3:16])[O:9][C:8]2=[N:10][C:11]([N+:13]([O-:15])=[O:14])=[CH:12][N:7]2[CH2:6]1.Cl[C:18]1[O:19][C:20]2[CH:26]=[CH:25][CH:24]=[CH:23][C:21]=2[N:22]=1, predict the reaction product. The product is: [CH3:16][C:5]1([CH2:4][O:3][C:18]2[O:19][C:20]3[CH:26]=[CH:25][CH:24]=[CH:23][C:21]=3[N:22]=2)[O:9][C:8]2=[N:10][C:11]([N+:13]([O-:15])=[O:14])=[CH:12][N:7]2[CH2:6]1. (3) Given the reactants [C:1]([O:5][C@@H:6]([C:12]1[C:27]([CH3:28])=[CH:26][C:15]2[N:16]=[C:17]([C:19]3[N:24]=[C:23](Cl)[CH:22]=[CH:21][N:20]=3)[S:18][C:14]=2[C:13]=1[C:29]1[CH:34]=[CH:33][C:32]([Cl:35])=[CH:31][CH:30]=1)[C:7]([O:9][CH2:10][CH3:11])=[O:8])([CH3:4])([CH3:3])[CH3:2].[CH3:36][N:37]1[CH2:42][CH2:41][NH:40][CH2:39][CH2:38]1, predict the reaction product. The product is: [C:1]([O:5][C@@H:6]([C:12]1[C:27]([CH3:28])=[CH:26][C:15]2[N:16]=[C:17]([C:19]3[N:24]=[C:23]([N:40]4[CH2:41][CH2:42][N:37]([CH3:36])[CH2:38][CH2:39]4)[CH:22]=[CH:21][N:20]=3)[S:18][C:14]=2[C:13]=1[C:29]1[CH:30]=[CH:31][C:32]([Cl:35])=[CH:33][CH:34]=1)[C:7]([O:9][CH2:10][CH3:11])=[O:8])([CH3:4])([CH3:2])[CH3:3]. (4) The product is: [C:13]([O:17][C:18]([N:20]1[CH2:24][CH2:23][CH:22]([O:25][C:26]2[CH:27]=[C:28]([CH:32]=[CH:33][CH:34]=2)[C:29]([NH:35][C:36]2[CH:37]=[C:38]([CH:54]=[CH:55][C:56]=2[CH3:57])[C:39]([NH:41][C:42]2[CH:47]=[CH:46][CH:45]=[C:44]([N:48]3[CH2:49][CH2:50][O:51][CH2:52][CH2:53]3)[CH:43]=2)=[O:40])=[O:31])[CH2:21]1)=[O:19])([CH3:14])([CH3:15])[CH3:16]. Given the reactants Cl.CN(C)CCCN=C=NCC.[C:13]([O:17][C:18]([N:20]1[CH2:24][CH2:23][CH:22]([O:25][C:26]2[CH:27]=[C:28]([CH:32]=[CH:33][CH:34]=2)[C:29]([OH:31])=O)[CH2:21]1)=[O:19])([CH3:16])([CH3:15])[CH3:14].[NH2:35][C:36]1[CH:37]=[C:38]([CH:54]=[CH:55][C:56]=1[CH3:57])[C:39]([NH:41][C:42]1[CH:47]=[CH:46][CH:45]=[C:44]([N:48]2[CH2:53][CH2:52][O:51][CH2:50][CH2:49]2)[CH:43]=1)=[O:40].ON1C2C=CC=CC=2N=N1, predict the reaction product. (5) Given the reactants [Br:1][C:2]1[C:3]([C:9]([O:11][CH3:12])=[O:10])=[N:4][C:5]([Cl:8])=[CH:6][CH:7]=1.OO.C([O-])([O-])=O.[K+].[K+].O=P(Cl)(Cl)[Cl:23], predict the reaction product. The product is: [Br:1][C:2]1[C:3]([C:9]([O:11][CH3:12])=[O:10])=[N:4][C:5]([Cl:8])=[CH:6][C:7]=1[Cl:23].